The task is: Predict the product of the given reaction.. This data is from Forward reaction prediction with 1.9M reactions from USPTO patents (1976-2016). (1) Given the reactants [N:1]1[CH:6]=[CH:5][CH:4]=[CH:3][C:2]=1[C:7]([NH:9][C:10]12[CH2:19][CH:14]3[CH2:15][CH:16]([CH2:18][C:12](C(O)=O)([CH2:13]3)[CH2:11]1)[CH2:17]2)=[O:8].C([N:25](CC)CC)C.C1C=CC(OP(OC2C=CC=CC=2)(N=[N+]=[N-])=O)=CC=1.Cl.C(=O)([O-])[O-].[Na+].[Na+], predict the reaction product. The product is: [NH2:25][C:12]12[CH2:13][CH:14]3[CH2:15][CH:16]([CH2:17][C:10]([NH:9][C:7]([C:2]4[CH:3]=[CH:4][CH:5]=[CH:6][N:1]=4)=[O:8])([CH2:19]3)[CH2:11]1)[CH2:18]2. (2) Given the reactants [C:1]([C:3]1[CH:8]=[CH:7][C:6]([CH:9]2[C:18]3[C:17](=[O:19])[CH2:16][CH2:15][CH2:14][C:13]=3[N:12]([C:20]3[CH:25]=[CH:24][CH:23]=[C:22]([C:26]([F:29])([F:28])[F:27])[CH:21]=3)[C:11](=[O:30])[N:10]2[CH2:31][C:32]([OH:34])=[O:33])=[CH:5][CH:4]=1)#[N:2].C(C1C=CC([C@H]2C3C(=O)CCCC=3N(C3C=CC=C(C(F)(F)F)C=3)C(=O)N2CC(OC)=O)=CC=1)#N, predict the reaction product. The product is: [C:1]([C:3]1[CH:4]=[CH:5][C:6]([C@H:9]2[C:18]3[C:17](=[O:19])[CH2:16][CH2:15][CH2:14][C:13]=3[N:12]([C:20]3[CH:25]=[CH:24][CH:23]=[C:22]([C:26]([F:28])([F:29])[F:27])[CH:21]=3)[C:11](=[O:30])[N:10]2[CH2:31][C:32]([OH:34])=[O:33])=[CH:7][CH:8]=1)#[N:2]. (3) Given the reactants [F:1][C:2]([F:16])([F:15])[C:3]([NH:5][CH2:6][CH2:7][C:8]1[CH:13]=[CH:12][C:11]([F:14])=[CH:10][CH:9]=1)=[O:4].S(=O)(=O)(O)O.[C:22](O)(=O)C.C=O, predict the reaction product. The product is: [F:14][C:11]1[CH:12]=[C:13]2[C:8]([CH2:7][CH2:6][N:5]([C:3](=[O:4])[C:2]([F:1])([F:15])[F:16])[CH2:22]2)=[CH:9][CH:10]=1. (4) Given the reactants [Li+].CC([N-]C(C)C)C.[SnH:9]([CH2:18][CH2:19][CH2:20][CH3:21])([CH2:14][CH2:15][CH2:16][CH3:17])[CH2:10][CH2:11][CH2:12][CH3:13].Cl[C:23]1[N:28]=[C:27]([Cl:29])[CH:26]=[CH:25][N:24]=1, predict the reaction product. The product is: [Cl:29][C:27]1[CH:26]=[CH:25][N:24]=[C:23]([Sn:9]([CH2:14][CH2:15][CH2:16][CH3:17])([CH2:18][CH2:19][CH2:20][CH3:21])[CH2:10][CH2:11][CH2:12][CH3:13])[N:28]=1. (5) Given the reactants C([O:3][C:4]([C:6]1[C:14]2[C:9](=[N:10][CH:11]=[C:12]([F:15])[CH:13]=2)[N:8]([CH2:16][C:17]2[CH:22]=[CH:21][CH:20]=[CH:19][C:18]=2[F:23])[N:7]=1)=O)C.[NH3:24], predict the reaction product. The product is: [F:15][C:12]1[CH:13]=[C:14]2[C:6]([C:4]([NH2:24])=[O:3])=[N:7][N:8]([CH2:16][C:17]3[CH:22]=[CH:21][CH:20]=[CH:19][C:18]=3[F:23])[C:9]2=[N:10][CH:11]=1.